This data is from Catalyst prediction with 721,799 reactions and 888 catalyst types from USPTO. The task is: Predict which catalyst facilitates the given reaction. (1) Reactant: Br[C:2]1[C:3](=[O:31])[N:4]([CH2:23][CH2:24][C:25]2[CH:30]=[CH:29][CH:28]=[CH:27][CH:26]=2)[C:5]([C:9]2[CH:14]=[CH:13][CH:12]=[CH:11][C:10]=2[O:15][CH2:16][C:17]2[CH:22]=[CH:21][CH:20]=[CH:19][CH:18]=2)=[N:6][C:7]=1[CH3:8].[C:32]([C:34]1[S:38][C:37](B(O)O)=[CH:36][CH:35]=1)#[N:33].P([O-])([O-])([O-])=O.[K+].[K+].[K+].C1(P(C2CCCCC2)C2C=CC=CC=2C2C(OC)=CC=CC=2OC)CCCCC1. Product: [CH3:8][C:7]1[N:6]=[C:5]([C:9]2[CH:14]=[CH:13][CH:12]=[CH:11][C:10]=2[O:15][CH2:16][C:17]2[CH:18]=[CH:19][CH:20]=[CH:21][CH:22]=2)[N:4]([CH2:23][CH2:24][C:25]2[CH:30]=[CH:29][CH:28]=[CH:27][CH:26]=2)[C:3](=[O:31])[C:2]=1[C:37]1[S:38][C:34]([C:32]#[N:33])=[CH:35][CH:36]=1. The catalyst class is: 11. (2) Reactant: [NH2:1][C@H:2]1[CH2:7][CH2:6][C@H:5]([CH2:8][NH:9][C:10]2[N:15]=[C:14]([N:16]3[C:20]4[CH:21]=[CH:22][CH:23]=[CH:24][C:19]=4[N:18]=[C:17]3[CH:25]([F:27])[F:26])[CH:13]=[C:12]([N:28]3[CH2:33][CH2:32][O:31][CH2:30][CH2:29]3)[N:11]=2)[CH2:4][CH2:3]1.FC(C)COS([C:41]1[CH:46]=[CH:45]C(C)=CC=1)(=O)=O.[C:49](=O)([O-:51])[O-:50].[K+].[K+].O. Product: [F:27][CH:25]([F:26])[C:17]1[N:16]([C:14]2[CH:13]=[C:12]([N:28]3[CH2:29][CH2:30][O:31][CH2:32][CH2:33]3)[N:11]=[C:10]([NH:9][CH2:8][C@H:5]3[CH2:6][CH2:7][C@H:2]([N:1]4[CH2:41][CH:46]([CH3:45])[O:51][C:49]4=[O:50])[CH2:3][CH2:4]3)[N:15]=2)[C:20]2[CH:21]=[CH:22][CH:23]=[CH:24][C:19]=2[N:18]=1. The catalyst class is: 44. (3) Reactant: C(OC(=O)[NH:7][C@H:8]1[CH2:13][CH2:12][CH2:11][CH2:10][C@@H:9]1[N:14]1[C:23](=[O:24])[C:22]2[C:17](=[C:18]3[CH:36]=[CH:35][CH:34]=[CH:33][C:19]3=[C:20]([CH2:25][C:26]3[CH:27]=[N:28][C:29]([Cl:32])=[CH:30][CH:31]=3)[CH:21]=2)[N:16]=[CH:15]1)(C)(C)C.Cl. Product: [NH2:7][C@H:8]1[CH2:13][CH2:12][CH2:11][CH2:10][C@@H:9]1[N:14]1[C:23](=[O:24])[C:22]2[C:17](=[C:18]3[CH:36]=[CH:35][CH:34]=[CH:33][C:19]3=[C:20]([CH2:25][C:26]3[CH:27]=[N:28][C:29]([Cl:32])=[CH:30][CH:31]=3)[CH:21]=2)[N:16]=[CH:15]1. The catalyst class is: 5.